From a dataset of M1 muscarinic receptor agonist screen with 61,833 compounds. Binary Classification. Given a drug SMILES string, predict its activity (active/inactive) in a high-throughput screening assay against a specified biological target. (1) The drug is O(CCn1c(nc2n(c(=O)n(c(=O)c12)C)C)CN1CCN(CC1)c1ccc(OC)cc1)C. The result is 0 (inactive). (2) The drug is O1C2(OCC1)CCN(CC2)c1nn2c(nnc2c2ccccc2)cc1. The result is 0 (inactive). (3) The compound is O(c1ccc(C(C)(C)C)cc1)CC(O)=O. The result is 0 (inactive).